The task is: Regression. Given a peptide amino acid sequence and an MHC pseudo amino acid sequence, predict their binding affinity value. This is MHC class II binding data.. This data is from Peptide-MHC class II binding affinity with 134,281 pairs from IEDB. (1) The peptide sequence is SSMHLIVQNAYKQMI. The MHC is DRB5_0101 with pseudo-sequence DRB5_0101. The binding affinity (normalized) is 0.842. (2) The peptide sequence is TEEQKLIEKINAGFK. The MHC is HLA-DQA10102-DQB10602 with pseudo-sequence HLA-DQA10102-DQB10602. The binding affinity (normalized) is 0.152. (3) The peptide sequence is VMAPDKPSLDISLET. The MHC is DRB5_0101 with pseudo-sequence DRB5_0101. The binding affinity (normalized) is 0.144. (4) The peptide sequence is RNPRGSYQIAVVGLK. The MHC is HLA-DPA10301-DPB10402 with pseudo-sequence HLA-DPA10301-DPB10402. The binding affinity (normalized) is 0.246. (5) The peptide sequence is RRTEPAAEGVGAASQDL. The MHC is DRB3_0101 with pseudo-sequence DRB3_0101. The binding affinity (normalized) is 0.126. (6) The peptide sequence is DIFYFKCDRGSIS. The MHC is DRB1_1501 with pseudo-sequence DRB1_1501. The binding affinity (normalized) is 0.153. (7) The peptide sequence is CADILAIASRVLVTM. The MHC is DRB1_0901 with pseudo-sequence DRB1_0901. The binding affinity (normalized) is 0.666.